This data is from Forward reaction prediction with 1.9M reactions from USPTO patents (1976-2016). The task is: Predict the product of the given reaction. (1) Given the reactants FC(F)(F)C(O)=O.[CH3:8][N:9]1[CH2:14][CH2:13][CH:12]([NH:15][C:16]2[CH:21]=[CH:20][C:19]([C:22](=[O:36])/[CH:23]=[CH:24]/[C:25]3[CH:30]=[CH:29][C:28](/[CH:31]=[CH:32]/[C:33](O)=[O:34])=[CH:27][CH:26]=3)=[CH:18][CH:17]=2)[CH2:11][CH2:10]1.C1C=CC2[N:45]([OH:46])N=NC=2C=1.C(Cl)CCl.NOC1CCCCO1.Cl.CCOCC, predict the reaction product. The product is: [OH:46][NH:45][C:33](=[O:34])/[CH:32]=[CH:31]/[C:28]1[CH:29]=[CH:30][C:25](/[CH:24]=[CH:23]/[C:22]([C:19]2[CH:18]=[CH:17][C:16]([NH:15][CH:12]3[CH2:11][CH2:10][N:9]([CH3:8])[CH2:14][CH2:13]3)=[CH:21][CH:20]=2)=[O:36])=[CH:26][CH:27]=1. (2) The product is: [NH2:1][C:2]1[C:7]([C:8]([NH:10][C:11]2[CH:16]=[C:15]([C:17](=[O:19])[NH2:18])[CH:14]=[CH:13][C:12]=2[OH:20])=[O:9])=[C:6]([NH:22][C@H:23]([C:25]2[N:30]([C:31]3[CH:36]=[CH:35][CH:34]=[CH:33][CH:32]=3)[C:29](=[O:37])[C:28]3=[C:38]([CH3:41])[CH:39]=[CH:40][N:27]3[N:26]=2)[CH3:24])[N:5]=[CH:4][N:3]=1. Given the reactants [NH2:1][C:2]1[C:7]([C:8]([NH:10][C:11]2[CH:16]=[C:15]([C:17](=[O:19])[NH2:18])[CH:14]=[CH:13][C:12]=2[O:20]C)=[O:9])=[C:6]([NH:22][C@H:23]([C:25]2[N:30]([C:31]3[CH:36]=[CH:35][CH:34]=[CH:33][CH:32]=3)[C:29](=[O:37])[C:28]3=[C:38]([CH3:41])[CH:39]=[CH:40][N:27]3[N:26]=2)[CH3:24])[N:5]=[CH:4][N:3]=1.B(Br)(Br)Br, predict the reaction product. (3) Given the reactants [CH2:1]([O:4][C:5](=[O:35])[C@H:6]([CH2:15][C:16]1[CH:21]=[CH:20][C:19]([O:22][C:23](OC2C=CC([N+]([O-])=O)=CC=2)=[O:24])=[CH:18][CH:17]=1)[NH:7][C:8]([O:10][C:11]([CH3:14])([CH3:13])[CH3:12])=[O:9])[CH:2]=[CH2:3].[NH2:36][CH2:37][CH2:38][C@H:39]([NH:43][C:44]([O:46][C:47]([CH3:50])([CH3:49])[CH3:48])=[O:45])[C:40]([OH:42])=[O:41].C(N(CC)C(C)C)(C)C, predict the reaction product. The product is: [CH2:1]([O:4][C:5](=[O:35])[C@@H:6]([NH:7][C:8]([O:10][C:11]([CH3:14])([CH3:13])[CH3:12])=[O:9])[CH2:15][C:16]1[CH:21]=[CH:20][C:19]([O:22][C:23]([NH:36][CH2:37][CH2:38][C@H:39]([NH:43][C:44]([O:46][C:47]([CH3:50])([CH3:49])[CH3:48])=[O:45])[C:40]([OH:42])=[O:41])=[O:24])=[CH:18][CH:17]=1)[CH:2]=[CH2:3]. (4) Given the reactants [C:1]([O:5][C:6]([C:8]1[C:13]([CH3:14])=[CH:12][C:11](Br)=[CH:10][N:9]=1)=[O:7])([CH3:4])([CH3:3])[CH3:2].C(P(C(C)(C)C)C(C)(C)C)(C)(C)C.[CH3:29][N:30](C=O)C, predict the reaction product. The product is: [C:1]([O:5][C:6]([C:8]1[C:13]([CH3:14])=[CH:12][C:11]([C:29]#[N:30])=[CH:10][N:9]=1)=[O:7])([CH3:4])([CH3:3])[CH3:2].